From a dataset of Reaction yield outcomes from USPTO patents with 853,638 reactions. Predict the reaction yield, written as a fraction of the theoretical maximum amount of product (1.0 means a 100% yield; for example, 0.34 means a 34% yield). The reactants are [CH:1]([C@H:14]1[CH2:20][C@@H:19]2[C@@H:17]([O:18]2)[CH2:16][O:15]1)([C:8]1[CH:13]=[CH:12][CH:11]=[CH:10][CH:9]=1)[C:2]1[CH:7]=[CH:6][CH:5]=[CH:4][CH:3]=1.[H-].[H-].[H-].[H-].[Li+].[Al+3].C1OCCOCCOCCOC1. The catalyst is CCCCC. The product is [CH:1]([C@@H:14]1[O:15][CH2:16][C@H:17]([OH:18])[CH2:19][CH2:20]1)([C:8]1[CH:13]=[CH:12][CH:11]=[CH:10][CH:9]=1)[C:2]1[CH:3]=[CH:4][CH:5]=[CH:6][CH:7]=1. The yield is 0.770.